This data is from Catalyst prediction with 721,799 reactions and 888 catalyst types from USPTO. The task is: Predict which catalyst facilitates the given reaction. (1) The catalyst class is: 236. Reactant: BrCC(N(C1C=CC=CC=1C)CCNC(=O)OC(C)(C)C)=O.[CH3:23][S:24](Cl)(=[O:26])=[O:25].[Br:28][C:29]1[CH:30]=[CH:31][C:32]([CH3:50])=[C:33]([NH:35][C:36](=[O:49])[CH2:37][N:38]([CH2:46][CH2:47][OH:48])[C:39](=[O:45])[O:40][C:41]([CH3:44])([CH3:43])[CH3:42])[CH:34]=1.C([O-])(O)=O.[Na+]. Product: [CH3:23][S:24]([O:48][CH2:47][CH2:46][N:38]([CH2:37][C:36]([NH:35][C:33]1[CH:34]=[C:29]([Br:28])[CH:30]=[CH:31][C:32]=1[CH3:50])=[O:49])[C:39]([O:40][C:41]([CH3:42])([CH3:43])[CH3:44])=[O:45])(=[O:26])=[O:25]. (2) Reactant: [N:1]1[CH:6]=[CH:5][CH:4]=[CH:3][C:2]=1[NH2:7].Cl[CH:9]([C:15](=O)[CH3:16])[C:10]([O:12]CC)=[O:11]. Product: [CH3:16][C:15]1[N:7]=[C:2]2[CH:3]=[CH:4][CH:5]=[CH:6][N:1]2[C:9]=1[C:10]([OH:12])=[O:11]. The catalyst class is: 8. (3) Reactant: [C:1]([C:3]1[CH:4]=[C:5]([CH:10]=[C:11]([O:13][CH:14]([CH3:16])[CH3:15])[CH:12]=1)[C:6]([O:8]C)=[O:7])#[N:2].[OH-].[Na+]. Product: [C:1]([C:3]1[CH:4]=[C:5]([CH:10]=[C:11]([O:13][CH:14]([CH3:16])[CH3:15])[CH:12]=1)[C:6]([OH:8])=[O:7])#[N:2]. The catalyst class is: 811. (4) Reactant: C([O:3][C:4]([C:6]1[N:7]([CH2:34][CH3:35])[C:8]2[C:13]([CH:14]=1)=[CH:12][C:11]([NH:15][C:16]([C:18]1[C:19]([C:24]3[CH:29]=[CH:28][C:27]([C:30]([F:33])([F:32])[F:31])=[CH:26][CH:25]=3)=[CH:20][CH:21]=[CH:22][CH:23]=1)=[O:17])=[CH:10][CH:9]=2)=[O:5])C.O.[OH-].[Li+]. Product: [CH2:34]([N:7]1[C:8]2[C:13](=[CH:12][C:11]([NH:15][C:16]([C:18]3[C:19]([C:24]4[CH:29]=[CH:28][C:27]([C:30]([F:32])([F:33])[F:31])=[CH:26][CH:25]=4)=[CH:20][CH:21]=[CH:22][CH:23]=3)=[O:17])=[CH:10][CH:9]=2)[CH:14]=[C:6]1[C:4]([OH:5])=[O:3])[CH3:35]. The catalyst class is: 24. (5) Reactant: [NH2:1][C:2]1[CH:3]=[C:4]([CH:25]=[CH:26][CH:27]=1)[O:5][C:6]1[CH:14]=[C:13]([F:15])[CH:12]=[C:11]([NH:16][C:17]2[CH:22]=[CH:21][C:20]([I:23])=[CH:19][C:18]=2[F:24])[C:7]=1[C:8]([NH2:10])=[O:9].CN1CCOCC1.C(P1(=O)OP(CCC)(=O)OP(CCC)(=O)O1)CC.[CH:53]([C:56](O)=[O:57])([CH3:55])[CH3:54]. Product: [F:15][C:13]1[CH:14]=[C:6]([O:5][C:4]2[CH:25]=[CH:26][CH:27]=[C:2]([NH:1][C:56](=[O:57])[CH:53]([CH3:55])[CH3:54])[CH:3]=2)[C:7]([C:8]([NH2:10])=[O:9])=[C:11]([NH:16][C:17]2[CH:22]=[CH:21][C:20]([I:23])=[CH:19][C:18]=2[F:24])[CH:12]=1. The catalyst class is: 25. (6) Reactant: CS(O)(=O)=O.NC[C:8]1[CH:9]=[C:10]2[C:14](=[CH:15][CH:16]=1)C(=O)N(C1CCC(=O)NC1=O)[CH2:11]2.C1N=C[N:28]([C:31]([N:33]2C=NC=C2)=[O:32])C=1.[Si]([O:45]NC1C=CC(C)=CC=1)(C(C)(C)C)(C)C. Product: [OH:45][C:14]1[CH:15]=[C:16]([NH:28][C:31](=[O:32])[NH2:33])[CH:8]=[CH:9][C:10]=1[CH3:11]. The catalyst class is: 3.